Predict the reactants needed to synthesize the given product. From a dataset of Retrosynthesis with 50K atom-mapped reactions and 10 reaction types from USPTO. (1) The reactants are: COCCN=C=S.Cn1cncc1C(O)(c1ccc(Cl)cc1)c1ccc2nc(N)nc(-c3cccc(Cl)c3)c2c1. Given the product COCCNC(=S)Nc1nc(-c2cccc(Cl)c2)c2cc(C(O)(c3ccc(Cl)cc3)c3cncn3C)ccc2n1, predict the reactants needed to synthesize it. (2) Given the product CC(C)(C)OC(=O)N1CC(N2CC(F)(F)C2)C1, predict the reactants needed to synthesize it. The reactants are: CC(C)(C)OC(=O)N1CC(=O)C1.FC1(F)CNC1. (3) The reactants are: COC(=O)c1cc(C(C)=O)ccc1OC(C)C. Given the product CC(=O)c1ccc(OC(C)C)c(C(=O)O)c1, predict the reactants needed to synthesize it.